This data is from Full USPTO retrosynthesis dataset with 1.9M reactions from patents (1976-2016). The task is: Predict the reactants needed to synthesize the given product. (1) Given the product [C:1]([C:5]1[N:10]=[C:9]2[N:11]([CH2:28][C:29]3[C:33]([CH3:34])=[N:32][O:31][N:30]=3)[N:12]=[CH:13][C:8]2=[C:7]([N:14]2[CH2:18][CH2:17][C:16]([F:19])([F:20])[CH2:15]2)[N:6]=1)([CH3:4])([CH3:2])[CH3:3], predict the reactants needed to synthesize it. The reactants are: [C:1]([C:5]1[N:10]=[C:9]2[NH:11][N:12]=[CH:13][C:8]2=[C:7]([N:14]2[CH2:18][CH2:17][C:16]([F:20])([F:19])[CH2:15]2)[N:6]=1)([CH3:4])([CH3:3])[CH3:2].CC(N(C)C)=O.Cl[CH2:28][C:29]1[C:33]([CH3:34])=[N:32][O:31][N:30]=1.CC(C)([O-])C.[K+]. (2) Given the product [Cl:6][C:7]1[N:8]=[N:9][C:10]([N:1]2[CH:5]=[CH:4][N:3]=[CH:2]2)=[CH:11][CH:12]=1, predict the reactants needed to synthesize it. The reactants are: [NH:1]1[CH:5]=[CH:4][N:3]=[CH:2]1.[Cl:6][C:7]1[N:8]=[N:9][C:10](Cl)=[CH:11][CH:12]=1.C([O-])([O-])=O.[K+].[K+]. (3) Given the product [CH2:25]([O:24][C:22]([C:21]1[NH:19][CH:20]=[C:8]([C:5]2[CH:6]=[CH:7][C:2]([F:1])=[CH:3][CH:4]=2)[C:9]=1[C:10]1[CH:15]=[CH:14][CH:13]=[CH:12][CH:11]=1)=[O:23])[CH3:26], predict the reactants needed to synthesize it. The reactants are: [F:1][C:2]1[CH:7]=[CH:6][C:5]([C:8]([N+]([O-])=O)=[CH:9][C:10]2[CH:15]=[CH:14][CH:13]=[CH:12][CH:11]=2)=[CH:4][CH:3]=1.[N+:19]([CH2:21][C:22]([O:24][CH2:25][CH3:26])=[O:23])#[C-:20].C1CCN2C(=NCCC2)CC1. (4) Given the product [F:27][C:26]([F:29])([F:28])[C:24]([OH:30])=[O:25].[CH:17]1([CH2:16][NH:15][C:14]([C@@H:13]2[CH2:12][C@@H:11]3[C@@H:9]([CH2:10]3)[NH:8]2)=[O:23])[CH2:18][CH2:19][CH2:20][CH2:21][CH2:22]1, predict the reactants needed to synthesize it. The reactants are: C(OC([N:8]1[C@H:13]([C:14](=[O:23])[NH:15][CH2:16][CH:17]2[CH2:22][CH2:21][CH2:20][CH2:19][CH2:18]2)[CH2:12][C@@H:11]2[C@H:9]1[CH2:10]2)=O)(C)(C)C.[C:24]([OH:30])([C:26]([F:29])([F:28])[F:27])=[O:25]. (5) The reactants are: Cl[C:2](Cl)(Cl)[CH:3]([OH:5])O.S([O-])([O-])(=O)=O.[Na+].[Na+].[F:15][C:16]1[CH:22]=[CH:21][CH:20]=[CH:19][C:17]=1[NH2:18].Cl.Cl.[NH2:25][OH:26]. Given the product [F:15][C:16]1[CH:22]=[CH:21][CH:20]=[CH:19][C:17]=1[NH:18][C:3](=[O:5])[CH:2]=[N:25][OH:26], predict the reactants needed to synthesize it. (6) The reactants are: Cl[C:2]1[N:11]=[CH:10][CH:9]=[C:8]2[C:3]=1[CH:4]=[C:5]([C:20]1[CH:25]=[CH:24][CH:23]=[CH:22][C:21]=1[F:26])[C:6](=[O:19])[N:7]2C(OC(C)(C)C)=O.CC1(C)C(C)(C)OB([C:35]2[CH:36]=[N:37][N:38]([CH2:40][O:41][CH2:42][CH2:43][Si:44]([CH3:47])([CH3:46])[CH3:45])[CH:39]=2)O1.C([O-])([O-])=O.[Na+].[Na+]. Given the product [F:26][C:21]1[CH:22]=[CH:23][CH:24]=[CH:25][C:20]=1[C:5]1[C:6](=[O:19])[NH:7][C:8]2[C:3]([CH:4]=1)=[C:2]([C:35]1[CH:36]=[N:37][N:38]([CH2:40][O:41][CH2:42][CH2:43][Si:44]([CH3:47])([CH3:46])[CH3:45])[CH:39]=1)[N:11]=[CH:10][CH:9]=2, predict the reactants needed to synthesize it. (7) Given the product [CH:21]1([C:19]([N:16]2[CH2:17][CH2:18][C@@H:14]([CH2:13][N:12]3[C:11](=[O:24])[C:10]4([CH2:29][CH2:28][NH:27][CH2:26][CH2:25]4)[N:9]=[C:8]3[C:5]3[CH:6]=[CH:7][C:2]([C:36]4[CH:35]=[C:34]5[C:39](=[CH:38][CH:37]=4)[N:31]([CH3:30])[N:32]=[CH:33]5)=[CH:3][CH:4]=3)[CH2:15]2)=[O:20])[CH2:23][CH2:22]1, predict the reactants needed to synthesize it. The reactants are: Br[C:2]1[CH:7]=[CH:6][C:5]([C:8]2[N:12]([CH2:13][C@@H:14]3[CH2:18][CH2:17][N:16]([C:19]([CH:21]4[CH2:23][CH2:22]4)=[O:20])[CH2:15]3)[C:11](=[O:24])[C:10]3([CH2:29][CH2:28][NH:27][CH2:26][CH2:25]3)[N:9]=2)=[CH:4][CH:3]=1.[CH3:30][N:31]1[C:39]2[C:34](=[CH:35][C:36](B3OC(C)(C)C(C)(C)O3)=[CH:37][CH:38]=2)[CH:33]=[N:32]1.C([O-])([O-])=O.[Na+].[Na+].C(#N)C. (8) Given the product [Cl:1][C:2]1[C:7]([C:8]2[N:9]=[C:10]([C:20]([CH3:23])([CH3:22])[CH3:21])[S:11][C:12]=2[C:13]2[CH:18]=[CH:17][N:16]=[C:15]([CH3:36])[N:14]=2)=[CH:6][CH:5]=[CH:4][C:3]=1[NH:24][S:25]([C:28]1[C:33]([F:34])=[CH:32][CH:31]=[CH:30][C:29]=1[F:35])(=[O:27])=[O:26], predict the reactants needed to synthesize it. The reactants are: [Cl:1][C:2]1[C:7]([C:8]2[N:9]=[C:10]([C:20]([CH3:23])([CH3:22])[CH3:21])[S:11][C:12]=2[C:13]2[CH:18]=[CH:17][N:16]=[C:15](Cl)[N:14]=2)=[CH:6][CH:5]=[CH:4][C:3]=1[NH:24][S:25]([C:28]1[C:33]([F:34])=[CH:32][CH:31]=[CH:30][C:29]=1[F:35])(=[O:27])=[O:26].[CH3:36][Zn]C.C1(C)C=CC=CC=1.